From a dataset of Reaction yield outcomes from USPTO patents with 853,638 reactions. Predict the reaction yield, written as a fraction of the theoretical maximum amount of product (1.0 means a 100% yield; for example, 0.34 means a 34% yield). The reactants are [CH3:1][O:2][C:3]([C:5]1[CH:6]=[C:7]2[C:11](=[CH:12][CH:13]=1)[NH:10][CH:9]=[C:8]2[CH2:14]N(C)C)=[O:4].CI.[C-:20]#[N:21].[Na+]. The catalyst is C1COCC1.O. The product is [CH3:1][O:2][C:3]([C:5]1[CH:6]=[C:7]2[C:11](=[CH:12][CH:13]=1)[NH:10][CH:9]=[C:8]2[CH2:14][C:20]#[N:21])=[O:4]. The yield is 0.560.